From a dataset of Full USPTO retrosynthesis dataset with 1.9M reactions from patents (1976-2016). Predict the reactants needed to synthesize the given product. (1) Given the product [NH2:25][C:8]1[N:7]=[C:6]([O:5][CH2:1][CH2:2][CH2:3][CH3:4])[N:14]=[C:13]2[C:9]=1[NH:10][C:11](=[O:23])[N:12]2[CH2:15][CH2:16][CH:17]1[CH2:18][CH2:19][N:20]([CH2:27][CH:28]2[CH2:32][CH2:31][CH2:30][CH2:29]2)[CH2:21][CH2:22]1, predict the reactants needed to synthesize it. The reactants are: [CH2:1]([O:5][C:6]1[N:14]=[C:13]2[C:9]([N:10]=[C:11]([O:23]C)[N:12]2[CH2:15][CH2:16][CH:17]2[CH2:22][CH2:21][NH:20][CH2:19][CH2:18]2)=[C:8]([NH2:25])[N:7]=1)[CH2:2][CH2:3][CH3:4].I[CH2:27][CH:28]1[CH2:32][CH2:31][CH2:30][CH2:29]1. (2) Given the product [Br:10][C:11]1[CH:28]=[CH:27][C:14]([O:15][CH:16]2[CH2:19][N:18]([C:20]([O:22][C:23]([CH3:26])([CH3:25])[CH3:24])=[O:21])[CH2:17]2)=[C:13]2[C:12]=1[NH:29][CH:2]=[CH:1]2, predict the reactants needed to synthesize it. The reactants are: [CH:1]([Mg]Br)=[CH2:2].C1COCC1.[Br:10][C:11]1[CH:28]=[CH:27][C:14]([O:15][CH:16]2[CH2:19][N:18]([C:20]([O:22][C:23]([CH3:26])([CH3:25])[CH3:24])=[O:21])[CH2:17]2)=[CH:13][C:12]=1[N+:29]([O-])=O. (3) Given the product [NH2:17][C:10]1[C:11]([NH:15][CH3:16])=[N:12][CH:13]=[CH:14][C:9]=1[O:8][C:6]1[CH:5]=[CH:4][C:3]([NH:20][C:21](=[O:27])[O:22][C:23]([CH3:25])([CH3:26])[CH3:24])=[C:2]([F:1])[CH:7]=1, predict the reactants needed to synthesize it. The reactants are: [F:1][C:2]1[CH:7]=[C:6]([O:8][C:9]2[CH:14]=[CH:13][N:12]=[C:11]([NH:15][CH3:16])[C:10]=2[N+:17]([O-])=O)[CH:5]=[CH:4][C:3]=1[NH:20][C:21](=[O:27])[O:22][C:23]([CH3:26])([CH3:25])[CH3:24]. (4) Given the product [CH3:1][O:2][C:3]([C:5]1[N:6]([CH3:15])[N:7]=[C:8]2[C:13]=1[CH:12]=[CH:11][CH:10]=[C:9]2[C:20]1[CH:19]=[CH:18][C:17]([Cl:16])=[CH:22][C:21]=1[Cl:23])=[O:4], predict the reactants needed to synthesize it. The reactants are: [CH3:1][O:2][C:3]([C:5]1[N:6]([CH3:15])[N:7]=[C:8]2[C:13]=1[CH:12]=[CH:11][CH:10]=[C:9]2Br)=[O:4].[Cl:16][C:17]1[CH:22]=[C:21]([Cl:23])[CH:20]=[CH:19][C:18]=1B(O)O.COCCOC.C([O-])([O-])=O.[Na+].[Na+]. (5) Given the product [O:33]=[S:2]1(=[O:1])[CH2:7][CH2:6][N:5]([CH2:8][C:9]2[CH:14]=[CH:13][C:12]([NH:15][C:16]([C:18]3[CH:19]=[CH:20][C:21]([C:24]4[CH:29]=[C:28]([CH:30]=[O:31])[CH:27]=[CH:26][C:25]=4[CH3:32])=[CH:22][CH:23]=3)=[O:17])=[CH:11][CH:10]=2)[CH2:4][CH2:3]1, predict the reactants needed to synthesize it. The reactants are: [O:1]=[S:2]1(=[O:33])[CH2:7][CH2:6][N:5]([CH2:8][C:9]2[CH:14]=[CH:13][C:12]([NH:15][C:16]([C:18]3[CH:23]=[CH:22][C:21]([C:24]4[CH:29]=[C:28]([CH2:30][OH:31])[CH:27]=[CH:26][C:25]=4[CH3:32])=[CH:20][CH:19]=3)=[O:17])=[CH:11][CH:10]=2)[CH2:4][CH2:3]1. (6) Given the product [CH3:29][S:30]([CH2:2][C:3]1[CH:12]=[CH:11][C:6]([C:7]([O:9][CH3:10])=[O:8])=[CH:5][CH:4]=1)(=[O:32])=[O:31], predict the reactants needed to synthesize it. The reactants are: O[CH2:2][C:3]1[CH:12]=[CH:11][C:6]([C:7]([O:9][CH3:10])=[O:8])=[CH:5][CH:4]=1.CN(C1C2C(N(C)C)=CC=CC=2C=CC=1)C.[CH3:29][S:30](O[S:30]([CH3:29])(=[O:32])=[O:31])(=[O:32])=[O:31]. (7) The reactants are: Br[C:2]1(Br)[C:6]2[CH:7]=[N:8][C:9]([O:11][CH3:12])=[CH:10][C:5]=2[N:4]([C:13]2[CH:18]=[CH:17][CH:16]=[CH:15][CH:14]=2)[C:3]1=[O:19]. Given the product [CH3:12][O:11][C:9]1[N:8]=[CH:7][C:6]2[CH2:2][C:3](=[O:19])[N:4]([C:13]3[CH:14]=[CH:15][CH:16]=[CH:17][CH:18]=3)[C:5]=2[CH:10]=1, predict the reactants needed to synthesize it. (8) Given the product [O:46]=[C:47]([N:64]1[CH2:69][CH2:68][N:67]([C:15](=[O:17])[C:14]2[CH:18]=[CH:19][CH:20]=[CH:21][C:13]=2[O:12][C:11]([F:10])([F:23])[F:22])[CH2:66][CH2:65]1)[CH2:48][NH:49][C:50]([C:52]1[CH:53]=[CH:54][C:55]([C:58]2[CH:63]=[CH:62][CH:61]=[CH:60][CH:59]=2)=[CH:56][CH:57]=1)=[O:51], predict the reactants needed to synthesize it. The reactants are: CCN(C(C)C)C(C)C.[F:10][C:11]([F:23])([F:22])[O:12][C:13]1[CH:21]=[CH:20][CH:19]=[CH:18][C:14]=1[C:15]([OH:17])=O.C1C=CC2N(O)N=NC=2C=1.CCN=C=NCCCN(C)C.Cl.[O:46]=[C:47]([N:64]1[CH2:69][CH2:68][NH:67][CH2:66][CH2:65]1)[CH2:48][NH:49][C:50]([C:52]1[CH:57]=[CH:56][C:55]([C:58]2[CH:63]=[CH:62][CH:61]=[CH:60][CH:59]=2)=[CH:54][CH:53]=1)=[O:51]. (9) Given the product [CH2:5]([O:12][C:13]1[CH:18]=[CH:17][C:16]([CH2:19][C:20]([NH:22][NH:23][C:27](=[O:28])[C:26]2[CH:30]=[CH:31][CH:32]=[N:33][C:25]=2[NH2:24])=[O:21])=[CH:15][CH:14]=1)[C:6]1[CH:11]=[CH:10][CH:9]=[CH:8][CH:7]=1, predict the reactants needed to synthesize it. The reactants are: CS(C)=O.[CH2:5]([O:12][C:13]1[CH:18]=[CH:17][C:16]([CH2:19][C:20]([NH:22][NH2:23])=[O:21])=[CH:15][CH:14]=1)[C:6]1[CH:11]=[CH:10][CH:9]=[CH:8][CH:7]=1.[NH2:24][C:25]1[N:33]=[CH:32][CH:31]=[CH:30][C:26]=1[C:27](O)=[O:28].CN([P+](ON1N=NC2C=CC=CC1=2)(N(C)C)N(C)C)C.F[P-](F)(F)(F)(F)F. (10) The reactants are: O.NN.[C:4]([O:11][CH2:12][CH3:13])(=[O:10])[C:5]([O:7]CC)=O.[CH2:14]([O:21][C:22]1[CH:23]=[C:24]([O:34][C:35]2[CH:40]=[CH:39][C:38]([S:41]([CH3:44])(=[O:43])=[O:42])=[CH:37][CH:36]=2)[CH:25]=[C:26]2[C:30]=1[NH:29][C:28]([C:31](O)=[O:32])=[CH:27]2)[C:15]1[CH:20]=[CH:19][CH:18]=[CH:17][CH:16]=1.Cl.CN(C)CCCN=C=NCC.O[N:58]1C2C=CC=CC=2N=[N:59]1. Given the product [CH2:14]([O:21][C:22]1[CH:23]=[C:24]([O:34][C:35]2[CH:36]=[CH:37][C:38]([S:41]([CH3:44])(=[O:42])=[O:43])=[CH:39][CH:40]=2)[CH:25]=[C:26]2[C:30]=1[NH:29][C:28]([C:31]([NH:58][NH:59][C:5](=[O:7])[C:4]([O:11][CH2:12][CH3:13])=[O:10])=[O:32])=[CH:27]2)[C:15]1[CH:20]=[CH:19][CH:18]=[CH:17][CH:16]=1, predict the reactants needed to synthesize it.